From a dataset of Catalyst prediction with 721,799 reactions and 888 catalyst types from USPTO. Predict which catalyst facilitates the given reaction. (1) Reactant: [Br:1][C:2]1[CH:3]=[CH:4][C:5]([Cl:10])=[C:6]([CH:9]=1)[CH2:7][OH:8].C(N(C(C)C)CC)(C)C.[C:20]([Si:24]([C:32]1[CH:37]=[CH:36][CH:35]=[CH:34][CH:33]=1)([C:26]1[CH:31]=[CH:30][CH:29]=[CH:28][CH:27]=1)Cl)([CH3:23])([CH3:22])[CH3:21].O. Product: [Br:1][C:2]1[CH:3]=[CH:4][C:5]([Cl:10])=[C:6]([CH2:7][O:8][Si:24]([C:20]([CH3:23])([CH3:22])[CH3:21])([C:32]2[CH:33]=[CH:34][CH:35]=[CH:36][CH:37]=2)[C:26]2[CH:31]=[CH:30][CH:29]=[CH:28][CH:27]=2)[CH:9]=1. The catalyst class is: 9. (2) The catalyst class is: 39. Reactant: [CH3:1][O:2][C:3]([C:5]1([C:8]([OH:10])=O)[CH2:7][CH2:6]1)=[O:4].[F:11][C:12]1[CH:18]=[CH:17][C:15]([NH2:16])=[CH:14][CH:13]=1.C(N(C(C)C)CC)(C)C.F[B-](F)(F)F.N1(OC(N(C)C)=[N+](C)C)C2C=CC=CC=2N=N1. Product: [F:11][C:12]1[CH:18]=[CH:17][C:15]([NH:16][C:8]([C:5]2([C:3]([O:2][CH3:1])=[O:4])[CH2:7][CH2:6]2)=[O:10])=[CH:14][CH:13]=1.